From a dataset of Full USPTO retrosynthesis dataset with 1.9M reactions from patents (1976-2016). Predict the reactants needed to synthesize the given product. The reactants are: C[O:2][C:3]1[CH:8]=[CH:7][C:6]([S:9]([N:12]([C:31]2[CH:36]=[CH:35][CH:34]=[CH:33][CH:32]=2)[CH:13]2[CH2:18][CH2:17][N:16]([C@@H:19]3[CH2:24][CH2:23][CH2:22][CH2:21][C@@H:20]3[C:25]3[CH:30]=[CH:29][CH:28]=[CH:27][CH:26]=3)[CH2:15][CH2:14]2)(=[O:11])=[O:10])=[CH:5][CH:4]=1.B(Br)(Br)Br. Given the product [OH:2][C:3]1[CH:8]=[CH:7][C:6]([S:9]([N:12]([C:31]2[CH:32]=[CH:33][CH:34]=[CH:35][CH:36]=2)[CH:13]2[CH2:14][CH2:15][N:16]([C@@H:19]3[CH2:24][CH2:23][CH2:22][CH2:21][C@@H:20]3[C:25]3[CH:26]=[CH:27][CH:28]=[CH:29][CH:30]=3)[CH2:17][CH2:18]2)(=[O:11])=[O:10])=[CH:5][CH:4]=1, predict the reactants needed to synthesize it.